Dataset: Reaction yield outcomes from USPTO patents with 853,638 reactions. Task: Predict the reaction yield, written as a fraction of the theoretical maximum amount of product (1.0 means a 100% yield; for example, 0.34 means a 34% yield). The product is [F:1][C:2]1[CH:11]=[CH:10][C:9]([O:12][CH2:13][CH2:14][CH3:15])=[C:8]2[C:3]=1[C:4](=[O:25])[C:5]([C:16]1[CH:17]=[CH:18][C:19]([C:20]([N:26]3[CH2:31][CH2:30][O:29][CH2:28][CH2:27]3)=[O:21])=[CH:23][CH:24]=1)=[CH:6][NH:7]2. The reactants are [F:1][C:2]1[CH:11]=[CH:10][C:9]([O:12][CH2:13][CH2:14][CH3:15])=[C:8]2[C:3]=1[C:4](=[O:25])[C:5]([C:16]1[CH:24]=[CH:23][C:19]([C:20](O)=[O:21])=[CH:18][CH:17]=1)=[CH:6][NH:7]2.[NH:26]1[CH2:31][CH2:30][O:29][CH2:28][CH2:27]1.CCN=C=NCCCN(C)C.C1C=CC2N(O)N=NC=2C=1. The catalyst is CN(C=O)C. The yield is 0.260.